From a dataset of Retrosynthesis with 50K atom-mapped reactions and 10 reaction types from USPTO. Predict the reactants needed to synthesize the given product. Given the product O=C(O)c1ccc2ccc(S(=O)(=O)N(Cc3ccccc3)Cc3ccccc3)cc2c1, predict the reactants needed to synthesize it. The reactants are: COC(=O)c1ccc2ccc(S(=O)(=O)N(Cc3ccccc3)Cc3ccccc3)cc2c1.